Dataset: Forward reaction prediction with 1.9M reactions from USPTO patents (1976-2016). Task: Predict the product of the given reaction. (1) Given the reactants [CH3:1][O:2][CH2:3][CH2:4][O:5][CH2:6][O:7][CH2:8][CH2:9][O:10][C:11]1[CH:17]=[CH:16][C:14]([NH2:15])=[CH:13][CH:12]=1.C=O.[BH-](OC(C)=O)(OC(C)=O)O[C:22](C)=O.[Na+].CCCCCC.C(OCC)(=O)C, predict the reaction product. The product is: [CH3:1][O:2][CH2:3][CH2:4][O:5][CH2:6][O:7][CH2:8][CH2:9][O:10][C:11]1[CH:12]=[CH:13][C:14]([NH:15][CH3:22])=[CH:16][CH:17]=1. (2) Given the reactants CO[CH:3]([O:6]C)[CH2:4][NH2:5].[CH:8]1[C:17]2[C:12](=[CH:13][CH:14]=[CH:15][CH:16]=2)[CH:11]=[CH:10][C:9]=1[C:18](Cl)=[O:19], predict the reaction product. The product is: [OH:6][CH2:3][CH2:4][NH:5][C:18]([C:9]1[CH:10]=[CH:11][C:12]2[C:17](=[CH:16][CH:15]=[CH:14][CH:13]=2)[CH:8]=1)=[O:19]. (3) The product is: [C:22]([O:21][C:20]([NH:19][C:15]1([C:12]2[CH:11]=[CH:10][C:9]([B:4]([OH:5])[OH:3])=[CH:14][CH:13]=2)[CH2:18][CH2:17][CH2:16]1)=[O:26])([CH3:25])([CH3:23])[CH3:24]. Given the reactants CC1(C)C(C)(C)[O:5][B:4]([C:9]2[CH:14]=[CH:13][C:12]([C:15]3([NH:19][C:20](=[O:26])[O:21][C:22]([CH3:25])([CH3:24])[CH3:23])[CH2:18][CH2:17][CH2:16]3)=[CH:11][CH:10]=2)[O:3]1.C([O-])(=O)C.[NH4+].I([O-])(=O)(=O)=O.[Na+].O, predict the reaction product. (4) Given the reactants [F:1][C:2]1[CH:32]=[C:6]2[CH:7]=[CH:8][C:9]3=[N:10][NH:11][C:12]4[C:13](=[CH:14][N:15]([CH3:31])[CH2:16][C:17]=4[C:18]4[CH2:25][CH:24]5[N:26]([CH2:27][C:28]([OH:30])=[O:29])[CH:20]([CH2:21][CH2:22][CH2:23]5)[CH:19]=4)[C:4](=[C:5]23)[CH:3]=1.[CH3:33][NH:34][CH2:35][CH2:36][OH:37].F[P-](F)(F)(F)(F)F.CN(C(N(C)C)=[N+]1C2C(=NC=CC=2)[N+]([O-])=N1)C.C(N(CC)CC)C, predict the reaction product. The product is: [C:28]([O-:30])(=[O:29])[CH3:27].[NH4+:10].[F:1][C:2]1[CH:32]=[C:6]2[CH:7]=[CH:8][C:9]3=[N:10][NH:11][C:12]4[C:13](=[CH:14][N:15]([CH3:31])[CH2:16][C:17]=4[C:18]4[CH2:25][CH:24]5[N:26]([CH2:27][C:28]([N:34]([CH2:35][CH2:36][OH:37])[CH3:33])=[O:29])[CH:20]([CH2:21][CH2:22][CH2:23]5)[CH:19]=4)[C:4](=[C:5]23)[CH:3]=1. (5) Given the reactants C(N(CC)C(C)C)(C)C.[C:10]([O:14][C:15]([N:17]1[CH2:21][CH2:20][CH:19](C(O)=O)[CH2:18]1)=[O:16])([CH3:13])([CH3:12])[CH3:11].CN([C:28]([O:32]N1N=NC2C=CC=NC1=2)=[N+](C)C)C.F[P-](F)(F)(F)(F)F.[CH2:49]([O:51][C:52](=[O:63])[C:53]([NH2:62])([C:55]1[CH:60]=[CH:59][C:58]([Br:61])=[CH:57][CH:56]=1)[CH3:54])[CH3:50], predict the reaction product. The product is: [C:10]([O:14][C:15]([N:17]1[CH2:18][CH2:19][CH2:20][CH:21]1[C:28](=[O:32])[NH:62][C:53]([C:55]1[CH:56]=[CH:57][C:58]([Br:61])=[CH:59][CH:60]=1)([C:52]([O:51][CH2:49][CH3:50])=[O:63])[CH3:54])=[O:16])([CH3:11])([CH3:12])[CH3:13].